Dataset: Forward reaction prediction with 1.9M reactions from USPTO patents (1976-2016). Task: Predict the product of the given reaction. (1) The product is: [CH3:22][NH:23][S:24]([C:27]1[CH:28]=[C:29]2[C:33](=[CH:34][CH:35]=1)[NH:32][C:31](=[O:36])/[C:30]/2=[CH:20]\[C:12]1[NH:13][C:14]2[CH2:15][CH2:16][CH2:17][CH2:18][C:19]=2[C:11]=1[CH2:10][CH2:9][CH2:8][N:5]1[CH2:4][CH2:3][N:2]([CH3:1])[CH2:7][CH2:6]1)(=[O:26])=[O:25]. Given the reactants [CH3:1][N:2]1[CH2:7][CH2:6][N:5]([CH2:8][CH2:9][CH2:10][C:11]2[C:19]3[CH2:18][CH2:17][CH2:16][CH2:15][C:14]=3[NH:13][C:12]=2[CH:20]=O)[CH2:4][CH2:3]1.[CH3:22][NH:23][S:24]([C:27]1[CH:28]=[C:29]2[C:33](=[CH:34][CH:35]=1)[NH:32][C:31](=[O:36])[CH2:30]2)(=[O:26])=[O:25], predict the reaction product. (2) Given the reactants Cl.Cl.Cl.[O:4]1[C:12]2[CH:11]=[CH:10][N:9]=[C:8]([N:13]3[CH2:18][CH2:17][N:16]([CH2:19][CH2:20][C@H:21]4[CH2:26][CH2:25][C@H:24]([NH2:27])[CH2:23][CH2:22]4)[CH2:15][CH2:14]3)[C:7]=2[CH:6]=[CH:5]1.[CH2:28]([S:30](Cl)(=[O:32])=[O:31])[CH3:29], predict the reaction product. The product is: [O:4]1[C:12]2[CH:11]=[CH:10][N:9]=[C:8]([N:13]3[CH2:18][CH2:17][N:16]([CH2:19][CH2:20][C@H:21]4[CH2:26][CH2:25][C@H:24]([NH:27][S:30]([CH2:28][CH3:29])(=[O:32])=[O:31])[CH2:23][CH2:22]4)[CH2:15][CH2:14]3)[C:7]=2[CH:6]=[CH:5]1. (3) Given the reactants [Si]([O:8][CH2:9][C:10]1[N:15]=[CH:14][C:13]2[N:16]=[CH:17][N:18]([C:19]3[S:23][C:22]([C:24]([NH2:26])=[O:25])=[C:21]([O:27][CH:28]([C:31]4[CH:36]=[CH:35][CH:34]=[CH:33][C:32]=4[Cl:37])[CH2:29][CH3:30])[CH:20]=3)[C:12]=2[CH:11]=1)(C(C)(C)C)(C)C.[F-].C([N+](CCCC)(CCCC)CCCC)CCC, predict the reaction product. The product is: [Cl:37][C:32]1[CH:33]=[CH:34][CH:35]=[CH:36][C:31]=1[CH:28]([O:27][C:21]1[CH:20]=[C:19]([N:18]2[C:12]3[CH:11]=[C:10]([CH2:9][OH:8])[N:15]=[CH:14][C:13]=3[N:16]=[CH:17]2)[S:23][C:22]=1[C:24]([NH2:26])=[O:25])[CH2:29][CH3:30]. (4) Given the reactants [OH-].[Na+].C(OC([NH:10][C@@H:11]1[CH2:16][CH2:15][CH2:14][N:13]([C:17]2[C:38]([CH2:39][C:40]3[CH:45]=[CH:44][CH:43]=[CH:42][C:41]=3[Cl:46])=[C:20]3[C:21](=[O:37])[N:22]([C:30]4[CH:35]=[CH:34][CH:33]=[C:32]([F:36])[CH:31]=4)[C:23]([C:25]([O:27]CC)=[O:26])=[CH:24][N:19]3[N:18]=2)[CH2:12]1)=O)(C)(C)C.S([O-])(O)(=O)=O.[Na+].Cl.O1CCOCC1, predict the reaction product. The product is: [ClH:46].[NH2:10][C@@H:11]1[CH2:16][CH2:15][CH2:14][N:13]([C:17]2[C:38]([CH2:39][C:40]3[CH:45]=[CH:44][CH:43]=[CH:42][C:41]=3[Cl:46])=[C:20]3[C:21](=[O:37])[N:22]([C:30]4[CH:35]=[CH:34][CH:33]=[C:32]([F:36])[CH:31]=4)[C:23]([C:25]([OH:27])=[O:26])=[CH:24][N:19]3[N:18]=2)[CH2:12]1. (5) Given the reactants [OH-].[K+].[Br:3][C:4]1[CH:5]=[C:6]2[C:11]([NH:12][C@@H:13]3[CH2:17][CH2:16][C@:15]([CH3:22])([C:18]([O:20]C)=[O:19])[C:14]3([CH3:24])[CH3:23])=[C:10]([C:25](=[O:27])[NH2:26])[CH:9]=[N:8][N:7]2[CH:28]=1, predict the reaction product. The product is: [Br:3][C:4]1[CH:5]=[C:6]2[C:11]([NH:12][C@@H:13]3[CH2:17][CH2:16][C@:15]([CH3:22])([C:18]([OH:20])=[O:19])[C:14]3([CH3:24])[CH3:23])=[C:10]([C:25](=[O:27])[NH2:26])[CH:9]=[N:8][N:7]2[CH:28]=1. (6) Given the reactants [C:1]([NH:4][C:5]1[N:9]([CH:10]2[CH2:15][CH2:14][CH2:13][N:12]([C:16]([O:18][C:19]([CH3:22])([CH3:21])[CH3:20])=[O:17])[CH2:11]2)[N:8]=[C:7]([C:23]2[CH:28]=[CH:27][C:26]([O:29][C:30]3[CH:35]=[CH:34][C:33]([F:36])=[CH:32][CH:31]=3)=[CH:25][C:24]=2[Cl:37])[C:6]=1[C:38]([O:40]CC)=[O:39])(=[O:3])[CH3:2].[OH-].[Li+], predict the reaction product. The product is: [C:1]([NH:4][C:5]1[N:9]([CH:10]2[CH2:15][CH2:14][CH2:13][N:12]([C:16]([O:18][C:19]([CH3:22])([CH3:21])[CH3:20])=[O:17])[CH2:11]2)[N:8]=[C:7]([C:23]2[CH:28]=[CH:27][C:26]([O:29][C:30]3[CH:35]=[CH:34][C:33]([F:36])=[CH:32][CH:31]=3)=[CH:25][C:24]=2[Cl:37])[C:6]=1[C:38]([OH:40])=[O:39])(=[O:3])[CH3:2]. (7) Given the reactants Cl.[NH2:2][C@@H:3]1[CH2:5][C@H:4]1[C:6]1[S:10][CH:9]=[C:8]([C:11]([O:13][CH3:14])=[O:12])[CH:7]=1.[C:15](=[O:18])([O-])[OH:16].[Na+].[CH:20]1([CH:23]=O)[CH2:22][CH2:21]1.[BH4-].[Na+], predict the reaction product. The product is: [C:4]([O:16][C:15]([N:2]([CH2:23][CH:20]1[CH2:21][CH2:22]1)[C@@H:3]1[CH2:5][C@H:4]1[C:6]1[S:10][CH:9]=[C:8]([C:11]([O:13][CH3:14])=[O:12])[CH:7]=1)=[O:18])([CH3:6])([CH3:5])[CH3:3].